Dataset: NCI-60 drug combinations with 297,098 pairs across 59 cell lines. Task: Regression. Given two drug SMILES strings and cell line genomic features, predict the synergy score measuring deviation from expected non-interaction effect. Drug 1: CN1CCC(CC1)COC2=C(C=C3C(=C2)N=CN=C3NC4=C(C=C(C=C4)Br)F)OC. Drug 2: C1=CN(C=N1)CC(O)(P(=O)(O)O)P(=O)(O)O. Cell line: BT-549. Synergy scores: CSS=4.58, Synergy_ZIP=0.927, Synergy_Bliss=7.62, Synergy_Loewe=4.68, Synergy_HSA=5.14.